From a dataset of Forward reaction prediction with 1.9M reactions from USPTO patents (1976-2016). Predict the product of the given reaction. Given the reactants [CH3:1][O:2][C:3]1[CH:9]=[C:8]([O:10]C)[CH:7]=[CH:6][C:4]=1[NH2:5].C[O:13][C:14]1[CH:22]=[CH:21][C:20]([O:23]C)=[CH:19][C:15]=1C(O)=O, predict the reaction product. The product is: [OH:10][C:8]1[CH:7]=[CH:6][C:4]2[N:5]=[C:1]([C:21]3[CH:22]=[C:14]([OH:13])[CH:15]=[CH:19][C:20]=3[OH:23])[O:2][C:3]=2[CH:9]=1.